From a dataset of Reaction yield outcomes from USPTO patents with 853,638 reactions. Predict the reaction yield, written as a fraction of the theoretical maximum amount of product (1.0 means a 100% yield; for example, 0.34 means a 34% yield). (1) The reactants are C[O:2][C:3]([C:5]1[CH:10]=[CH:9][C:8]([C:11]2[C:16]([CH3:17])=[CH:15][C:14]([CH3:18])=[CH:13][C:12]=2[CH3:19])=[CH:7][CH:6]=1)=[O:4].[Li+].[OH-]. The catalyst is O1CCOCC1.O. The product is [CH3:19][C:12]1[CH:13]=[C:14]([CH3:18])[CH:15]=[C:16]([CH3:17])[C:11]=1[C:8]1[CH:9]=[CH:10][C:5]([C:3]([OH:4])=[O:2])=[CH:6][CH:7]=1. The yield is 0.160. (2) The reactants are [C:1]([O:5][C:6](=[O:12])[NH:7][CH2:8][CH2:9][C:10]#[CH:11])([CH3:4])([CH3:3])[CH3:2].I[C:14]1[CH:21]=[CH:20][C:17]([C:18]#[N:19])=[CH:16][CH:15]=1.C(N(CC)CC)C. The catalyst is Cl[Pd](Cl)([P](C1C=CC=CC=1)(C1C=CC=CC=1)C1C=CC=CC=1)[P](C1C=CC=CC=1)(C1C=CC=CC=1)C1C=CC=CC=1.[Cu]I.C1COCC1. The product is [C:1]([O:5][C:6](=[O:12])[NH:7][CH2:8][CH2:9][C:10]#[C:11][C:14]1[CH:21]=[CH:20][C:17]([C:18]#[N:19])=[CH:16][CH:15]=1)([CH3:4])([CH3:3])[CH3:2]. The yield is 0.990. (3) The reactants are N1([C:7]2[CH:17]=[CH:16][C:10]3[CH:11]=[CH:12][CH:13]=[CH:14][NH:15][C:9]=3[CH:8]=2)CCOCC1.[OH-].[Na+]. The catalyst is CO. The product is [N:15]1[CH2:14][CH:13]=[CH:12][CH:11]=[C:10]2[CH:16]=[CH:17][CH:7]=[CH:8][C:9]=12. The yield is 0.890.